Predict the reactants needed to synthesize the given product. From a dataset of Full USPTO retrosynthesis dataset with 1.9M reactions from patents (1976-2016). Given the product [OH:14][C:15]1[CH:22]=[CH:21][C:20]([N+:23]([O-:25])=[O:24])=[CH:19][C:16]=1[CH2:17][N:4]1[CH2:5][CH2:6][N:1]([C:7]2[N:12]=[CH:11][NH:10][C:9](=[O:13])[CH:8]=2)[CH2:2][CH2:3]1, predict the reactants needed to synthesize it. The reactants are: [N:1]1([C:7]2[N:12]=[CH:11][NH:10][C:9](=[O:13])[CH:8]=2)[CH2:6][CH2:5][NH:4][CH2:3][CH2:2]1.[OH:14][C:15]1[CH:22]=[CH:21][C:20]([N+:23]([O-:25])=[O:24])=[CH:19][C:16]=1[CH:17]=O.